Task: Predict the reaction yield, written as a fraction of the theoretical maximum amount of product (1.0 means a 100% yield; for example, 0.34 means a 34% yield).. Dataset: Reaction yield outcomes from USPTO patents with 853,638 reactions (1) The reactants are [Cl:1][C:2]1[CH:3]=[C:4]([CH:7]=[CH:8][C:9]=1[OH:10])[CH:5]=[O:6].[C:11]([O-])([O-])=O.[K+].[K+].CI. The catalyst is CN(C=O)C. The product is [Cl:1][C:2]1[CH:3]=[C:4]([CH:7]=[CH:8][C:9]=1[O:10][CH3:11])[CH:5]=[O:6]. The yield is 0.930. (2) The reactants are [CH2:1]([O:4][N:5]([C:16]([CH3:19])([CH3:18])[CH3:17])[C:6]([CH3:15])([CH3:14])[C:7]([NH:9][C:10]([CH3:13])([CH3:12])[CH3:11])=[O:8])[CH:2]=[CH2:3].C(N(C(C)(C)C(NC(C)(C)C)=O)O)(C)(C)C.C(Br)C#C. No catalyst specified. The product is [CH2:1]([O:4][N:5]([C:16]([CH3:19])([CH3:18])[CH3:17])[C:6]([CH3:15])([CH3:14])[C:7]([NH:9][C:10]([CH3:12])([CH3:11])[CH3:13])=[O:8])[C:2]#[CH:3]. The yield is 0.780. (3) The reactants are [H-].[Al+3].[Li+].[H-].[H-].[H-].[C:7]1([NH:13][C:14]2[CH:21]=[CH:20][C:17]([C:18]#[N:19])=[CH:16][CH:15]=2)[CH:12]=[CH:11][CH:10]=[CH:9][CH:8]=1.O. The catalyst is O1CCCC1. The product is [NH2:19][CH2:18][C:17]1[CH:20]=[CH:21][C:14]([NH:13][C:7]2[CH:8]=[CH:9][CH:10]=[CH:11][CH:12]=2)=[CH:15][CH:16]=1. The yield is 0.980.